This data is from Full USPTO retrosynthesis dataset with 1.9M reactions from patents (1976-2016). The task is: Predict the reactants needed to synthesize the given product. (1) Given the product [CH3:9][C:2]1([OH:8])[CH2:3][CH:4]2[CH2:7][CH:1]1[CH2:6][CH2:5]2, predict the reactants needed to synthesize it. The reactants are: [CH:1]12[CH2:7][CH:4]([CH2:5][CH2:6]1)[CH2:3][C:2]2=[O:8].[CH3:9][Mg]Br.C1COCC1. (2) Given the product [OH:57][CH:2]([CH2:3][OH:43])[CH2:1][C:4]1[CH:5]=[C:6]2[C:11](=[CH:12][C:13]=1[O:14][CH3:15])[N:10]=[C:9]([C:16]1[CH:21]=[CH:20][C:19]([CH2:22][C:23]([NH:25][C:26]3[CH:30]=[C:29]([C:31]4([C:34]([F:37])([F:36])[F:35])[CH2:33][CH2:32]4)[O:28][N:27]=3)=[O:24])=[C:18]([F:38])[CH:17]=1)[CH:8]=[N:7]2, predict the reactants needed to synthesize it. The reactants are: [CH2:1]([C:4]1[CH:5]=[C:6]2[C:11](=[CH:12][C:13]=1[O:14][CH3:15])[N:10]=[C:9]([C:16]1[CH:21]=[CH:20][C:19]([CH2:22][C:23]([NH:25][C:26]3[CH:30]=[C:29]([C:31]4([C:34]([F:37])([F:36])[F:35])[CH2:33][CH2:32]4)[O:28][N:27]=3)=[O:24])=[C:18]([F:38])[CH:17]=1)[CH:8]=[N:7]2)[CH:2]=[CH2:3].C[N+]1([O-])CC[O:43]CC1.C1COCC1.CC(O)(C)C.[OH2:57]. (3) Given the product [OH:49][CH2:48][CH2:47][CH2:46][CH2:45][NH:44][C:41]([CH:38]1[CH2:37][CH2:36][N:35]([CH2:34][C@H:10]2[N:11]([C:14]([C:16]3[CH:20]=[C:19]([CH3:21])[N:18]([C:22]4[CH:27]=[CH:26][CH:25]=[CH:24][CH:23]=4)[C:17]=3[C:28]3[CH:29]=[CH:30][CH:31]=[CH:32][CH:33]=3)=[O:15])[CH2:12][CH2:13][N:8]([C:6]([O:5][C:1]([CH3:2])([CH3:4])[CH3:3])=[O:7])[CH2:9]2)[CH2:40][CH2:39]1)=[O:43], predict the reactants needed to synthesize it. The reactants are: [C:1]([O:5][C:6]([N:8]1[CH2:13][CH2:12][N:11]([C:14]([C:16]2[CH:20]=[C:19]([CH3:21])[N:18]([C:22]3[CH:27]=[CH:26][CH:25]=[CH:24][CH:23]=3)[C:17]=2[C:28]2[CH:33]=[CH:32][CH:31]=[CH:30][CH:29]=2)=[O:15])[C@H:10]([CH2:34][N:35]2[CH2:40][CH2:39][CH:38]([C:41]([OH:43])=O)[CH2:37][CH2:36]2)[CH2:9]1)=[O:7])([CH3:4])([CH3:3])[CH3:2].[NH2:44][CH2:45][CH2:46][CH2:47][CH2:48][OH:49].CCN=C=NCCCN(C)C.Cl.C1C=CC2N(O)N=NC=2C=1.C(=O)(O)[O-].[Na+]. (4) Given the product [CH2:46]([S:43]([NH:42][CH2:41][CH2:40][NH:39][C@:5]12[CH2:35][CH2:34][C@@H:33]([C:36]([CH3:38])=[CH2:37])[C@@H:6]1[C@@H:7]1[C@@:2]([CH3:1])([CH2:3][CH2:4]2)[C@@:19]2([CH3:20])[C@@H:10]([C@:11]3([CH3:32])[C@@H:16]([CH2:17][CH2:18]2)[C:15]([CH3:21])([CH3:22])[C:14]([C:23]2[CH:31]=[CH:30][C:26]([C:27]([OH:29])=[O:28])=[CH:25][CH:24]=2)=[CH:13][CH2:12]3)[CH2:9][CH2:8]1)(=[O:45])=[O:44])[CH3:47], predict the reactants needed to synthesize it. The reactants are: [CH3:1][C@:2]12[C@@:19]3([CH3:20])[C@@H:10]([C@:11]4([CH3:32])[C@@H:16]([CH2:17][CH2:18]3)[C:15]([CH3:22])([CH3:21])[C:14]([C:23]3[CH:31]=[CH:30][C:26]([C:27]([OH:29])=[O:28])=[CH:25][CH:24]=3)=[CH:13][CH2:12]4)[CH2:9][CH2:8][C@@H:7]1[C@H:6]1[C@H:33]([C:36]([CH3:38])=[CH2:37])[CH2:34][CH2:35][C@:5]1([NH:39][CH2:40][CH2:41][NH:42][S:43]([CH3:46])(=[O:45])=[O:44])[CH2:4][CH2:3]2.[CH2:47](S(Cl)(=O)=O)C. (5) Given the product [Cl:1][C:2]1[CH:7]=[CH:6][C:5]([C:8]([F:10])([F:9])[F:11])=[CH:4][C:3]=1[NH:12][C:13]1[N:18]2[N:19]=[CH:20][C:21]([S:22]([NH:25][C:41](=[O:44])[CH2:42][CH3:43])(=[O:24])=[O:23])=[C:17]2[N:16]=[CH:15][C:14]=1[C:26]([N:28]1[CH2:33][CH2:32][CH:31]([C:34]2[CH:35]=[CH:36][C:37]([F:40])=[CH:38][CH:39]=2)[CH2:30][CH2:29]1)=[O:27], predict the reactants needed to synthesize it. The reactants are: [Cl:1][C:2]1[CH:7]=[CH:6][C:5]([C:8]([F:11])([F:10])[F:9])=[CH:4][C:3]=1[NH:12][C:13]1[N:18]2[N:19]=[CH:20][C:21]([S:22]([NH2:25])(=[O:24])=[O:23])=[C:17]2[N:16]=[CH:15][C:14]=1[C:26]([N:28]1[CH2:33][CH2:32][CH:31]([C:34]2[CH:39]=[CH:38][C:37]([F:40])=[CH:36][CH:35]=2)[CH2:30][CH2:29]1)=[O:27].[C:41](O)(=[O:44])[CH2:42][CH3:43]. (6) Given the product [Si:9]([O:8][CH2:7][C:5]1[N:6]=[C:2]([C:25]2([OH:28])[CH2:26][CH2:27][C:22]([F:29])([F:21])[CH2:23][CH2:24]2)[S:3][CH:4]=1)([C:12]([CH3:15])([CH3:14])[CH3:13])([CH3:11])[CH3:10], predict the reactants needed to synthesize it. The reactants are: Br[C:2]1[S:3][CH:4]=[C:5]([CH2:7][O:8][Si:9]([C:12]([CH3:15])([CH3:14])[CH3:13])([CH3:11])[CH3:10])[N:6]=1.C([Li])CCC.[F:21][C:22]1([F:29])[CH2:27][CH2:26][C:25](=[O:28])[CH2:24][CH2:23]1. (7) Given the product [CH2:1]([S:5]([NH:8][C:9]1[CH:10]=[C:11]([C:15](=[O:26])[CH2:16][CH2:17][NH:18][C:19](=[O:25])[O:20][C:21]([CH3:24])([CH3:23])[CH3:22])[CH:12]=[CH:13][CH:14]=1)(=[O:7])=[O:6])[CH2:2][CH2:3][CH3:4], predict the reactants needed to synthesize it. The reactants are: [CH2:1]([S:5]([NH:8][C:9]1[CH:10]=[C:11]([CH:15]([OH:26])[CH2:16][CH2:17][NH:18][C:19](=[O:25])[O:20][C:21]([CH3:24])([CH3:23])[CH3:22])[CH:12]=[CH:13][CH:14]=1)(=[O:7])=[O:6])[CH2:2][CH2:3][CH3:4].C1C=C[NH+]=CC=1.[O-][Cr](Cl)(=O)=O. (8) Given the product [ClH:56].[CH3:55][C@@H:43]1[N:42]([CH:40]([CH3:39])[CH3:41])[CH2:47][CH2:46][N:45]([C:48]([C@H:50]2[CH2:54][CH2:53][N:52]([C:35]3[CH:36]=[CH:37][C:32]([C:30](=[O:31])[CH3:29])=[CH:33][CH:34]=3)[CH2:51]2)=[O:49])[CH2:44]1, predict the reactants needed to synthesize it. The reactants are: C1(P(C2CCCCC2)C2C=CC=CC=2C2C=CC=CC=2N(C)C)CCCCC1.[CH3:29][C:30]([C:32]1[CH:37]=[CH:36][C:35](Br)=[CH:34][CH:33]=1)=[O:31].[CH3:39][CH:40]([N:42]1[CH2:47][CH2:46][N:45]([C:48]([C@H:50]2[CH2:54][CH2:53][NH:52][CH2:51]2)=[O:49])[CH2:44][C@@H:43]1[CH3:55])[CH3:41].[ClH:56]. (9) Given the product [CH3:40][N:38]([CH3:39])[C@H:19]1[C@H:18]2[C@:23]([OH:32])([C:24]([OH:31])=[C:25]3[C@H:16]([CH2:17]2)[CH2:15][C:14]2[C:27](=[C:28]([OH:29])[C:11]([NH:10][C:8](=[O:9])[CH2:7][N:3]([O:4][CH3:5])[CH3:2])=[CH:12][C:13]=2[N:41]([CH3:42])[CH3:43])[C:26]3=[O:30])[C:22](=[O:33])[C:21]([C:34]([NH2:36])=[O:35])=[C:20]1[OH:37], predict the reactants needed to synthesize it. The reactants are: Cl.[CH3:2][NH:3][O:4][CH3:5].Br[CH2:7][C:8]([NH:10][C:11]1[C:28]([OH:29])=[C:27]2[C:14]([CH2:15][CH:16]3[C:25]([C:26]2=[O:30])=[C:24]([OH:31])[C:23]2([OH:32])[CH:18]([CH:19]([N:38]([CH3:40])[CH3:39])[C:20]([OH:37])=[C:21]([C:34]([NH2:36])=[O:35])[C:22]2=[O:33])[CH2:17]3)=[C:13]([N:41]([CH3:43])[CH3:42])[CH:12]=1)=[O:9].